The task is: Predict the reactants needed to synthesize the given product.. This data is from Full USPTO retrosynthesis dataset with 1.9M reactions from patents (1976-2016). The reactants are: [Cl:1][C:2]1[CH:3]=[C:4]2[C:10]([C:11]3[N:16]=[C:15]([S:17][CH3:18])[C:14]([F:19])=[CH:13][N:12]=3)=[N:9][N:8]([C:20]([C:33]3[CH:38]=[CH:37][CH:36]=[CH:35][CH:34]=3)([C:27]3[CH:32]=[CH:31][CH:30]=[CH:29][CH:28]=3)[C:21]3[CH:26]=[CH:25][CH:24]=[CH:23][CH:22]=3)[C:5]2=[N:6][CH:7]=1.C1C=C(Cl)C=C(C(OO)=[O:47])C=1. Given the product [Cl:1][C:2]1[CH:3]=[C:4]2[C:10]([C:11]3[N:16]=[C:15]([S:17]([CH3:18])=[O:47])[C:14]([F:19])=[CH:13][N:12]=3)=[N:9][N:8]([C:20]([C:21]3[CH:26]=[CH:25][CH:24]=[CH:23][CH:22]=3)([C:33]3[CH:38]=[CH:37][CH:36]=[CH:35][CH:34]=3)[C:27]3[CH:28]=[CH:29][CH:30]=[CH:31][CH:32]=3)[C:5]2=[N:6][CH:7]=1, predict the reactants needed to synthesize it.